Dataset: Full USPTO retrosynthesis dataset with 1.9M reactions from patents (1976-2016). Task: Predict the reactants needed to synthesize the given product. (1) Given the product [O:18]1[C:19]2[CH:20]=[C:21]([S:6]([Cl:9])(=[O:8])=[O:7])[CH:22]=[CH:4][C:3]=2[CH2:2][CH2:1]1, predict the reactants needed to synthesize it. The reactants are: [CH2:1]([Li])[CH2:2][CH2:3][CH3:4].[S:6](=[O:8])=[O:7].[Cl:9]NC(=O)CCC(N)=O.[O:18]1[CH2:22][CH2:21][CH2:20][CH2:19]1. (2) Given the product [Si:1]([O:8][CH2:9][C:10]1[CH:11]=[C:12]([CH2:18][OH:19])[N:13]=[N:14][C:15]=1[O:16][CH3:17])([C:4]([CH3:7])([CH3:5])[CH3:6])([CH3:3])[CH3:2], predict the reactants needed to synthesize it. The reactants are: [Si:1]([O:8][CH2:9][C:10]1[CH:11]=[C:12]([C:18](OC)=[O:19])[N:13]=[N:14][C:15]=1[O:16][CH3:17])([C:4]([CH3:7])([CH3:6])[CH3:5])([CH3:3])[CH3:2].[BH4-].[Na+].[Cl-].[Cl-].[Ca+2]. (3) Given the product [C:1]([C:2]1[CH:4]=[CH:30][N:29]=[CH:28][CH:3]=1)(=[O:18])[CH3:68], predict the reactants needed to synthesize it. The reactants are: [CH3:1][C:2]([O-])([CH3:4])[CH3:3].[K+].CC([O-])(C)C.[K+].CS(C)=O.[Li+].[OH-:18].C1(S([C:28]2C(C(C3C=CC=CC=3Cl)=O)=CC=[CH:30][N:29]=2)(=O)=O)C=CC=CC=1.C(O)(=O)C.[Na+].[Cl-].C(O)(=O)C1C=CC=CC=1.C(O)(=O)C1C=CC=CC=1.Cl[C:68]1C=CC=CC=1C(C1C(C=C(O)C2C=CN=CC=2)=NC=CC=1)=O. (4) Given the product [Cl:30][C:25]1[CH:24]=[C:23]([C:5]2[C:4]([C:1]([NH2:2])=[O:3])=[C:8]3[CH2:9][NH:10][CH:11]([CH:13]4[CH2:14][CH2:15]4)[CH2:12][N:7]3[N:6]=2)[CH:28]=[CH:27][C:26]=1[F:29], predict the reactants needed to synthesize it. The reactants are: [C:1]([C:4]1[C:5]([C:23]2[CH:28]=[CH:27][C:26]([F:29])=[C:25]([Cl:30])[CH:24]=2)=[N:6][N:7]2[CH2:12][CH:11]([CH:13]3[CH2:15][CH2:14]3)[N:10](C(OC(C)(C)C)=O)[CH2:9][C:8]=12)(=[O:3])[NH2:2].C(O)(C(F)(F)F)=O. (5) Given the product [Br:1][C:2]1[CH:9]=[C:8]([O:23][C:17]2[CH:22]=[CH:21][CH:20]=[CH:19][CH:18]=2)[CH:7]=[CH:6][C:3]=1[CH:4]=[O:5], predict the reactants needed to synthesize it. The reactants are: [Br:1][C:2]1[CH:9]=[C:8](F)[CH:7]=[CH:6][C:3]=1[CH:4]=[O:5].C(=O)([O-])[O-].[K+].[K+].[C:17]1([OH:23])[CH:22]=[CH:21][CH:20]=[CH:19][CH:18]=1. (6) Given the product [CH3:16][O:15][C:14]1[C:8]2[N:7]=[N:6][C:5]3=[C:4]([CH3:21])[N:3]=[C:2]([C:34]4[C:29]([CH3:28])=[N:30][CH:31]=[CH:32][CH:33]=4)[N:10]3[C:9]=2[CH:11]=[C:12]([C:17]([F:20])([F:19])[F:18])[CH:13]=1, predict the reactants needed to synthesize it. The reactants are: Br[C:2]1[N:10]2[C:5]([N:6]=[N:7][C:8]3[C:14]([O:15][CH3:16])=[CH:13][C:12]([C:17]([F:20])([F:19])[F:18])=[CH:11][C:9]=32)=[C:4]([CH3:21])[N:3]=1.C(=O)([O-])[O-].[K+].[K+].[CH3:28][C:29]1[C:34](B2OC(C)(C)C(C)(C)O2)=[CH:33][CH:32]=[CH:31][N:30]=1. (7) Given the product [OH:5][CH:3]([C:6]1[CH:23]=[CH:22][C:9]([C:10]([NH:12][CH2:13][CH2:14][C:15]([O:17][C:18]([CH3:20])([CH3:19])[CH3:21])=[O:16])=[O:11])=[CH:8][CH:7]=1)[CH3:4], predict the reactants needed to synthesize it. The reactants are: [BH4-].[Na+].[C:3]([C:6]1[CH:23]=[CH:22][C:9]([C:10]([NH:12][CH2:13][CH2:14][C:15]([O:17][C:18]([CH3:21])([CH3:20])[CH3:19])=[O:16])=[O:11])=[CH:8][CH:7]=1)(=[O:5])[CH3:4]. (8) Given the product [Br:13][C:7]1[C:8]([N+:10]([O-:12])=[O:11])=[CH:9][C:2]([N:1]=[CH:16][N:17]([CH3:19])[CH3:18])=[C:3]([C:4]#[N:5])[CH:6]=1, predict the reactants needed to synthesize it. The reactants are: [NH2:1][C:2]1[CH:9]=[C:8]([N+:10]([O-:12])=[O:11])[C:7]([Br:13])=[CH:6][C:3]=1[C:4]#[N:5].CO[CH:16](OC)[N:17]([CH3:19])[CH3:18].